The task is: Regression. Given a peptide amino acid sequence and an MHC pseudo amino acid sequence, predict their binding affinity value. This is MHC class I binding data.. This data is from Peptide-MHC class I binding affinity with 185,985 pairs from IEDB/IMGT. (1) The peptide sequence is VVDALRNIY. The MHC is HLA-A02:01 with pseudo-sequence HLA-A02:01. The binding affinity (normalized) is 0.0847. (2) The peptide sequence is IEHTFGVPY. The MHC is Mamu-A11 with pseudo-sequence Mamu-A11. The binding affinity (normalized) is 0.179. (3) The peptide sequence is GGKKKYKL. The MHC is HLA-A02:02 with pseudo-sequence HLA-A02:02. The binding affinity (normalized) is 0. (4) The peptide sequence is YQEPPAHGL. The MHC is HLA-A26:01 with pseudo-sequence HLA-A26:01. The binding affinity (normalized) is 0.213. (5) The peptide sequence is VTPGPHAQI. The MHC is HLA-A02:11 with pseudo-sequence HLA-A02:11. The binding affinity (normalized) is 0.606. (6) The MHC is HLA-B08:01 with pseudo-sequence HLA-B08:01. The binding affinity (normalized) is 0.0847. The peptide sequence is YEVPAALIL. (7) The peptide sequence is IDIIRGPIL. The MHC is H-2-Dd with pseudo-sequence H-2-Dd. The binding affinity (normalized) is 0. (8) The MHC is HLA-A31:01 with pseudo-sequence HLA-A31:01. The peptide sequence is TVKMGAFMY. The binding affinity (normalized) is 0.259.